Dataset: Full USPTO retrosynthesis dataset with 1.9M reactions from patents (1976-2016). Task: Predict the reactants needed to synthesize the given product. (1) The reactants are: C([O:3][C:4](=O)[CH2:5][CH2:6][CH2:7][N:8]1[CH2:13][CH2:12][N:11]([CH:14]([C:32]2[CH:37]=[CH:36][CH:35]=[CH:34][CH:33]=2)[CH2:15][O:16][CH2:17][C:18]2[CH:23]=[C:22]([C:24]([F:27])([F:26])[F:25])[CH:21]=[C:20]([C:28]([F:31])([F:30])[F:29])[CH:19]=2)[CH2:10][CH2:9]1)C.C([NH2:41])=O.C[O-].[Na+]. Given the product [F:25][C:24]([F:27])([F:26])[C:22]1[CH:23]=[C:18]([CH:19]=[C:20]([C:28]([F:29])([F:31])[F:30])[CH:21]=1)[CH2:17][O:16][CH2:15][CH:14]([N:11]1[CH2:12][CH2:13][N:8]([CH2:7][CH2:6][CH2:5][C:4]([NH2:41])=[O:3])[CH2:9][CH2:10]1)[C:32]1[CH:33]=[CH:34][CH:35]=[CH:36][CH:37]=1, predict the reactants needed to synthesize it. (2) Given the product [O:1]1[C:5]2[CH:6]=[CH:7][C:8]([C:10]3([C:13]([NH:15][C:16]4[CH:17]=[C:18]5[C:22](=[CH:23][CH:24]=4)[N:21]([CH2:32][C:33]([N:35]([CH3:37])[CH3:36])=[O:34])[C:20]([C:25]([CH3:28])([CH3:27])[CH3:26])=[CH:19]5)=[O:14])[CH2:12][CH2:11]3)=[CH:9][C:4]=2[O:3][CH2:2]1, predict the reactants needed to synthesize it. The reactants are: [O:1]1[C:5]2[CH:6]=[CH:7][C:8]([C:10]3([C:13]([NH:15][C:16]4[CH:17]=[C:18]5[C:22](=[CH:23][CH:24]=4)[NH:21][CH:20]([C:25]([CH3:28])([CH3:27])[CH3:26])[CH2:19]5)=[O:14])[CH2:12][CH2:11]3)=[CH:9][C:4]=2[O:3][CH2:2]1.[H-].[Na+].Cl[CH2:32][C:33]([N:35]([CH3:37])[CH3:36])=[O:34]. (3) Given the product [C:7]([O:11][C:12](=[O:13])[NH:14][CH2:22][CH:23]([CH2:24][OH:25])[CH2:29][CH3:30])([CH3:8])([CH3:9])[CH3:10], predict the reactants needed to synthesize it. The reactants are: [H-].[Al+3].[Li+].[H-].[H-].[H-].[C:7]([O:11][C:12]([N:14]([CH2:22][CH:23]([CH2:29][CH3:30])[C:24](OCC)=[O:25])C(OC(C)(C)C)=O)=[O:13])([CH3:10])([CH3:9])[CH3:8].O.O.O.O.O.O.O.O.O.O.S([O-])([O-])(=O)=O.[Na+].[Na+].C(OCC)(=O)C. (4) Given the product [C:15]([O:18][CH2:13][C:7]1[CH:6]=[C:5]([O:4][C:1](=[O:3])[CH3:2])[CH:10]=[C:9]([CH3:11])[C:8]=1[Br:12])(=[O:17])[CH3:16], predict the reactants needed to synthesize it. The reactants are: [C:1]([O:4][C:5]1[CH:10]=[C:9]([CH3:11])[C:8]([Br:12])=[C:7]([CH2:13]Br)[CH:6]=1)(=[O:3])[CH3:2].[C:15]([O-:18])(=[O:17])[CH3:16].[Na+].C(OCC)(=O)C. (5) Given the product [CH3:14][O:13][N:12]([CH3:11])[C:7]([CH:4]1[CH2:5][CH2:6][S:1][CH2:2][CH2:3]1)=[O:9], predict the reactants needed to synthesize it. The reactants are: [S:1]1[CH2:6][CH2:5][CH:4]([C:7]([OH:9])=O)[CH2:3][CH2:2]1.Cl.[CH3:11][NH:12][O:13][CH3:14].CN(C(ON1N=NC2C=CC=NC1=2)=[N+](C)C)C.F[P-](F)(F)(F)(F)F.C(N(CC)C(C)C)(C)C. (6) Given the product [OH:1][C:2]([C:5]1([S:8]([NH2:11])(=[O:9])=[O:10])[CH2:6][CH2:7]1)([CH3:4])[CH3:3], predict the reactants needed to synthesize it. The reactants are: [OH:1][C:2]([C:5]1([S:8]([NH:11]C(=O)OCC2C=CC=CC=2)(=[O:10])=[O:9])[CH2:7][CH2:6]1)([CH3:4])[CH3:3]. (7) Given the product [C:23]([OH:26])(=[O:25])[CH3:24].[C:62]([C:59]1[CH:58]=[CH:57][C:56]([NH:55][CH:43]([C:44]2[CH:49]=[C:48]([O:50][CH3:51])[C:47]([O:52][CH3:53])=[CH:46][C:45]=2[F:54])[C:39]2[NH:40][C:41](=[O:42])[N:37]([C:36]3[NH:35][N:34]=[CH:33][C:32]=3[C:30]([OH:31])=[O:29])[N:38]=2)=[CH:61][CH:60]=1)(=[NH:63])[NH2:64], predict the reactants needed to synthesize it. The reactants are: C(N(CC)CC)C.C(OC(OC(C)(C)C)=O)(OC(C)(C)C)=O.[C:23]([OH:26])(=[O:25])[CH3:24].C([O:29][C:30]([C:32]1[CH:33]=[N:34][NH:35][C:36]=1[N:37]1[C:41](=[O:42])[NH:40][C:39]([CH:43]([NH:55][C:56]2[CH:61]=[CH:60][C:59]([C:62](=[NH:64])[NH2:63])=[CH:58][CH:57]=2)[C:44]2[CH:49]=[C:48]([O:50][CH3:51])[C:47]([O:52][CH3:53])=[CH:46][C:45]=2[F:54])=[N:38]1)=[O:31])C.